From a dataset of Experimentally validated miRNA-target interactions with 360,000+ pairs, plus equal number of negative samples. Binary Classification. Given a miRNA mature sequence and a target amino acid sequence, predict their likelihood of interaction. The miRNA is hsa-miR-30a-5p with sequence UGUAAACAUCCUCGACUGGAAG. Result: 0 (no interaction). The protein sequence of the target gene is MDTMMLNVRNLFEQLVRRVEILSEGNEVQFIQLAKDFEDFRKKWQRTDHELGKYKDLLMKAETERSALDVKLKHARNQVDVEIKRRQRAEADCEKLERQIQLIREMLMCDTSGSIQLSEEQKSALAFLNRGQPSSSNAGNKRLSTIDESGSILSDISFDKTDESLDWDSSLVKTFKLKKREKRRSTSRQFVDGPPGPVKKTRSIGSAVDQGNESIVAKTTVTVPNDGGPIEAVSTIETVPYWTRSRRKTGTLQPWNSDSTLNSRQLEPRTETDSVGTPQSNGGMRLHDFVSKTVIKPESC....